Dataset: hERG potassium channel inhibition data for cardiac toxicity prediction from Karim et al.. Task: Regression/Classification. Given a drug SMILES string, predict its toxicity properties. Task type varies by dataset: regression for continuous values (e.g., LD50, hERG inhibition percentage) or binary classification for toxic/non-toxic outcomes (e.g., AMES mutagenicity, cardiotoxicity, hepatotoxicity). Dataset: herg_karim. (1) The drug is COc1ccc(-c2nnc(C(=O)N3CC(Oc4ccc(CN5CC6(CCOC6)C5)cc4)C3)o2)cc1. The result is 0 (non-blocker). (2) The molecule is CNCCCc1cc(-c2cccc(C(F)(F)F)c2)nc(C#N)n1. The result is 1 (blocker). (3) The compound is CN(C[C@H]1COCCO1)S(=O)(=O)Nc1ccc2ccc3ncc(-c4cnn(C)c4)cc3c(=O)c2c1. The result is 0 (non-blocker). (4) The compound is O=C(Cc1ccc(OCC[C@@H]2C[C@@H]2C2CCN(c3ncc(Cl)cn3)CC2)cc1)NC1CC1. The result is 0 (non-blocker). (5) The drug is O=C(C=Cc1ccc2c(c1)CN(S(=O)(=O)c1cccs1)C2)NO. The result is 0 (non-blocker). (6) The compound is O=C(CNC(=O)c1cccc(C(F)(F)F)c1)NC1CN(C2CCC(c3cccnc3)CC2)C1. The result is 1 (blocker).